Dataset: Forward reaction prediction with 1.9M reactions from USPTO patents (1976-2016). Task: Predict the product of the given reaction. (1) The product is: [CH3:18][C:19]1[CH:24]=[C:23]([C:25]2[CH:29]=[CH:28][N:27]([CH3:30])[N:26]=2)[C:22]([CH3:31])=[CH:21][C:20]=1[O:32][CH2:2][C:3]1[C:8]([CH3:9])=[C:7]([F:10])[CH:6]=[CH:5][C:4]=1[N:11]1[C:15](=[O:16])[N:14]([CH3:17])[N:13]=[N:12]1. Given the reactants Br[CH2:2][C:3]1[C:8]([CH3:9])=[C:7]([F:10])[CH:6]=[CH:5][C:4]=1[N:11]1[C:15](=[O:16])[N:14]([CH3:17])[N:13]=[N:12]1.[CH3:18][C:19]1[CH:24]=[C:23]([C:25]2[CH:29]=[CH:28][N:27]([CH3:30])[N:26]=2)[C:22]([CH3:31])=[CH:21][C:20]=1[OH:32].C(=O)([O-])[O-].[K+].[K+], predict the reaction product. (2) Given the reactants [Br:1][C:2]1[CH:11]=[CH:10][C:9]([N+:12]([O-])=O)=[C:8]2[C:3]=1[CH:4]=[CH:5][N:6]([CH3:16])[C:7]2=[O:15].Cl.CCOC(C)=O.C(Cl)Cl, predict the reaction product. The product is: [NH2:12][C:9]1[CH:10]=[CH:11][C:2]([Br:1])=[C:3]2[C:8]=1[C:7](=[O:15])[N:6]([CH3:16])[CH:5]=[CH:4]2.